This data is from Forward reaction prediction with 1.9M reactions from USPTO patents (1976-2016). The task is: Predict the product of the given reaction. The product is: [C:15]([O:19][C:20](=[O:33])[NH:21][C@@H:22]([CH3:32])[C:23]([N:25]1[CH2:26][CH2:27][CH:28]([O:31][C:38]2[CH:39]=[CH:40][C:35]([Cl:34])=[CH:36][CH:37]=2)[CH2:29][CH2:30]1)=[O:24])([CH3:18])([CH3:16])[CH3:17]. Given the reactants N(C(OC(C)C)=O)=NC(OC(C)C)=O.[C:15]([O:19][C:20](=[O:33])[NH:21][C@@H:22]([CH3:32])[C:23]([N:25]1[CH2:30][CH2:29][CH:28]([OH:31])[CH2:27][CH2:26]1)=[O:24])([CH3:18])([CH3:17])[CH3:16].[Cl:34][C:35]1[CH:40]=[CH:39][C:38](O)=[CH:37][CH:36]=1.C1(P(C2C=CC=CC=2)C2C=CC=CC=2)C=CC=CC=1, predict the reaction product.